This data is from CYP1A2 inhibition data for predicting drug metabolism from PubChem BioAssay. The task is: Regression/Classification. Given a drug SMILES string, predict its absorption, distribution, metabolism, or excretion properties. Task type varies by dataset: regression for continuous measurements (e.g., permeability, clearance, half-life) or binary classification for categorical outcomes (e.g., BBB penetration, CYP inhibition). Dataset: cyp1a2_veith. (1) The compound is CCOC(=O)c1ccc2[nH]c(-c3ccc(S(=O)(=O)F)cc3)cc(=O)c2c1. The result is 0 (non-inhibitor). (2) The molecule is CC(=O)C1=C(C)OC(N)=C(C#N)C1c1cc2cccc(C)c2nc1Cl. The result is 1 (inhibitor). (3) The drug is Cc1cc(NC(=O)Nc2ccc(F)cc2)no1. The result is 1 (inhibitor). (4) The molecule is COc1ccc(C(=O)NC2CCN(C(=S)Nc3cccc(C)c3)CC2)cc1. The result is 0 (non-inhibitor). (5) The molecule is Cc1cc(=O)oc2cc(NC(=O)CCC(=O)O)ccc12. The result is 0 (non-inhibitor). (6) The molecule is Cc1ccc(CC(=O)N2CCN(c3cccc(C(F)(F)F)c3)CC2)cc1. The result is 1 (inhibitor). (7) The drug is C[C@H](CCC(=O)NCC(=O)O)[C@H]1CC[C@H]2[C@@H]3[C@@H](O)C[C@H]4C[C@@H](O)CC[C@@]4(C)[C@@H]3C[C@@H](O)[C@@]21C. The result is 0 (non-inhibitor).